Regression/Classification. Given a drug SMILES string, predict its absorption, distribution, metabolism, or excretion properties. Task type varies by dataset: regression for continuous measurements (e.g., permeability, clearance, half-life) or binary classification for categorical outcomes (e.g., BBB penetration, CYP inhibition). For this dataset (clearance_microsome_az), we predict log10(clearance) (log10 of the in vitro intrinsic clearance, CLint, in uL/min per mg of human liver microsomal protein, equivalently mL/min/g; values are censored to the assay range of 3 to 150, which is 0.477 to 2.18 on this log10 scale). From a dataset of Microsomal clearance measurements from AstraZeneca. The log10(clearance) is 1.79. The compound is CC[C@H](CO)Nc1nc(SCc2cccc(F)c2F)nc2nc(N)sc12.